This data is from Catalyst prediction with 721,799 reactions and 888 catalyst types from USPTO. The task is: Predict which catalyst facilitates the given reaction. Reactant: [O:1]=[C:2]1[C:11]2[C:6](=[CH:7][CH:8]=[CH:9][CH:10]=2)[S:5][CH:4]([C:12]([OH:14])=O)[CH2:3]1.C(Cl)(=O)C([Cl:18])=O. Product: [O:1]=[C:2]1[C:11]2[C:6](=[CH:7][CH:8]=[CH:9][CH:10]=2)[S:5][CH:4]([C:12]([Cl:18])=[O:14])[CH2:3]1. The catalyst class is: 120.